This data is from Full USPTO retrosynthesis dataset with 1.9M reactions from patents (1976-2016). The task is: Predict the reactants needed to synthesize the given product. (1) Given the product [CH:61]([O:60][C:40]1[C:39]([NH:38][C:32]2[CH:31]=[C:30]3[C:35](=[C:34]([C:36]#[N:37])[CH:33]=2)[N:27]([CH3:26])[C@H:28]2[CH2:52][CH2:51][NH:50][CH2:49][C@@H:29]32)=[CH:44][CH:43]=[CH:42][N:41]=1)([CH3:63])[CH3:62], predict the reactants needed to synthesize it. The reactants are: CN1C2C(C(F)(F)F)=CC(NC3C=NC=CC=3)=CC=2C2CNCCC12.[CH3:26][N:27]1[C:35]2[C:30](=[CH:31][C:32]([NH:38][C:39]3[CH:40]=[N:41][CH:42]=[CH:43][C:44]=3C(F)(F)F)=[CH:33][C:34]=2[C:36]#[N:37])[C@@H:29]2[CH2:49][NH:50][CH2:51][CH2:52][C@H:28]12.BrC1C([O:60][CH:61]([CH3:63])[CH3:62])=NC=CC=1.CC([O-])(C)C.[Na+]. (2) Given the product [Cl:1][C:2]1[CH:18]=[CH:17][C:5]([CH2:6][O:7][C:8]2[CH:15]=[CH:14][C:11]([CH3:12])=[C:10]([OH:16])[CH:9]=2)=[CH:4][CH:3]=1, predict the reactants needed to synthesize it. The reactants are: [Cl:1][C:2]1[CH:18]=[CH:17][C:5]([CH2:6][O:7][C:8]2[CH:15]=[CH:14][C:11]([CH:12]=O)=[C:10]([OH:16])[CH:9]=2)=[CH:4][CH:3]=1.C([BH3-])#N.[Na+].CN(C1C=CC(N=NC2C=CC(S(O)(=O)=O)=CC=2)=CC=1)C.Cl. (3) Given the product [Br:5][C:6]1[CH:7]=[C:8]2[C:13](=[CH:14][CH:15]=1)[C:12]([CH2:16][N:17]1[C:28](=[O:29])[C@@H:27]([NH:30][C:31](=[O:35])[C@@H:32]([NH:34][CH2:42][CH2:43][OH:44])[CH3:33])[C:21]3([CH2:22][CH2:23][O:24][CH2:25][CH2:26]3)[O:20][C:19]3[CH:36]=[CH:37][CH:38]=[CH:39][C:18]1=3)=[C:11]([O:40][CH3:41])[CH:10]=[CH:9]2, predict the reactants needed to synthesize it. The reactants are: C([BH3-])#N.[Na+].[Br:5][C:6]1[CH:7]=[C:8]2[C:13](=[CH:14][CH:15]=1)[C:12]([CH2:16][N:17]1[C:28](=[O:29])[C@@H:27]([NH:30][C:31](=[O:35])[C@@H:32]([NH2:34])[CH3:33])[C:21]3([CH2:26][CH2:25][O:24][CH2:23][CH2:22]3)[O:20][C:19]3[CH:36]=[CH:37][CH:38]=[CH:39][C:18]1=3)=[C:11]([O:40][CH3:41])[CH:10]=[CH:9]2.[CH2:42]1OC(O)C[O:44][CH:43]1O.C(O)(=O)C. (4) The reactants are: Cl[C:2]1[N:7]=[C:6]([C:8]2[CH:13]=[CH:12][C:11]([N+:14]([O-:16])=[O:15])=[CH:10][CH:9]=2)[N:5]=[C:4]([N:17]2[CH2:23][CH:22]3[O:24][CH:19]([CH2:20][CH2:21]3)[CH2:18]2)[CH:3]=1.Cl.[CH:26]12[O:33][CH:30]([CH2:31][CH2:32]1)[CH2:29][NH:28][CH2:27]2.C(N(CC)CC)C.CCN(C(C)C)C(C)C. Given the product [N+:14]([C:11]1[CH:12]=[CH:13][C:8]([C:6]2[N:5]=[C:4]([N:17]3[CH2:23][CH:22]4[O:24][CH:19]([CH2:20][CH2:21]4)[CH2:18]3)[CH:3]=[C:2]([N:28]3[CH2:27][CH:26]4[O:33][CH:30]([CH2:31][CH2:32]4)[CH2:29]3)[N:7]=2)=[CH:9][CH:10]=1)([O-:16])=[O:15], predict the reactants needed to synthesize it. (5) The reactants are: I[C:2]1[CH:3]=[C:4]([CH:10]=[CH:11][C:12]=1[CH3:13])[C:5]([O:7][CH2:8][CH3:9])=[O:6].[C:14]([C:16]1[CH:17]=[CH:18][C:19]([NH:22][C:23](=[O:25])[CH3:24])=[N:20][CH:21]=1)#[CH:15].C(N(CC)C(C)C)(C)C. Given the product [C:23]([NH:22][C:19]1[N:20]=[CH:21][C:16]([C:14]#[C:15][C:2]2[CH:3]=[C:4]([CH:10]=[CH:11][C:12]=2[CH3:13])[C:5]([O:7][CH2:8][CH3:9])=[O:6])=[CH:17][CH:18]=1)(=[O:25])[CH3:24], predict the reactants needed to synthesize it.